Dataset: Forward reaction prediction with 1.9M reactions from USPTO patents (1976-2016). Task: Predict the product of the given reaction. (1) Given the reactants [F:1][CH2:2][C:3]1[N:8]=[C:7]([C:9]#[C:10][CH2:11][CH2:12][OH:13])[CH:6]=[CH:5][CH:4]=1.[CH3:14][S:15](Cl)(=[O:17])=[O:16], predict the reaction product. The product is: [CH3:14][S:15]([O:13][CH2:12][CH2:11][C:10]#[C:9][C:7]1[CH:6]=[CH:5][CH:4]=[C:3]([CH2:2][F:1])[N:8]=1)(=[O:17])=[O:16]. (2) Given the reactants [Si:1]([O:8][C:9]1[CH:10]=[C:11]2[C:15](=[CH:16][CH:17]=1)[NH:14][N:13]=[C:12]2[I:18])([C:4]([CH3:7])([CH3:6])[CH3:5])([CH3:3])[CH3:2].CS(O)(=O)=O.[O:24]1[CH:29]=[CH:28][CH2:27][CH2:26][CH2:25]1, predict the reaction product. The product is: [Si:1]([O:8][C:9]1[CH:10]=[C:11]2[C:15](=[CH:16][CH:17]=1)[N:14]([CH:25]1[CH2:26][CH2:27][CH2:28][CH2:29][O:24]1)[N:13]=[C:12]2[I:18])([C:4]([CH3:7])([CH3:5])[CH3:6])([CH3:3])[CH3:2]. (3) Given the reactants [CH2:1]([NH:5][C:6](=[O:18])[CH2:7][C@H:8]1[CH2:13][C@@H:12]([CH2:14][OH:15])[O:11][C:10]([CH3:17])([CH3:16])[O:9]1)[CH2:2][CH2:3][CH3:4].C(Cl)(=O)C(Cl)=O.CS(C)=O.C(N(CC)CC)C, predict the reaction product. The product is: [CH2:1]([NH:5][C:6](=[O:18])[CH2:7][C@H:8]1[CH2:13][C@@H:12]([CH:14]=[O:15])[O:11][C:10]([CH3:17])([CH3:16])[O:9]1)[CH2:2][CH2:3][CH3:4].